The task is: Predict the reactants needed to synthesize the given product.. This data is from Full USPTO retrosynthesis dataset with 1.9M reactions from patents (1976-2016). Given the product [F:19][C:20]1[C:21]([CH2:26][O:27][C:2]2[CH:11]=[C:10]([C:12]3[CH:13]=[N:14][C:15]([CH3:18])=[N:16][CH:17]=3)[C:9]3[CH2:8][CH2:7][CH2:6][CH2:5][C:4]=3[N:3]=2)=[N:22][CH:23]=[CH:24][CH:25]=1, predict the reactants needed to synthesize it. The reactants are: Cl[C:2]1[CH:11]=[C:10]([C:12]2[CH:13]=[N:14][C:15]([CH3:18])=[N:16][CH:17]=2)[C:9]2[CH2:8][CH2:7][CH2:6][CH2:5][C:4]=2[N:3]=1.[F:19][C:20]1[C:21]([CH2:26][OH:27])=[N:22][CH:23]=[CH:24][CH:25]=1.C(=O)([O-])[O-].[Cs+].[Cs+].